This data is from Catalyst prediction with 721,799 reactions and 888 catalyst types from USPTO. The task is: Predict which catalyst facilitates the given reaction. (1) Reactant: FC1C(F)=C(F)C(F)=C(F)C=1[O:4][S:5]([C:8]1[CH:9]=[CH:10][C:11]2[N:16]([C:17]3[CH:22]=[CH:21][C:20]([C:23]([F:26])([F:25])[F:24])=[CH:19][C:18]=3[C:27]3[CH2:32][CH2:31][N:30](C(OC(C)(C)C)=O)[CH2:29][CH:28]=3)[CH2:15][CH2:14][O:13][C:12]=2[CH:40]=1)(=O)=[O:6].[N:49]1[CH:54]=[CH:53][CH:52]=[N:51][C:50]=1[NH2:55].C[Si]([N-][Si](C)(C)C)(C)C.[Li+]. Product: [N:49]1[CH:54]=[CH:53][CH:52]=[N:51][C:50]=1[NH:55][S:5]([C:8]1[CH:9]=[CH:10][C:11]2[N:16]([C:17]3[CH:22]=[CH:21][C:20]([C:23]([F:26])([F:24])[F:25])=[CH:19][C:18]=3[C:27]3[CH2:32][CH2:31][NH:30][CH2:29][CH:28]=3)[CH2:15][CH2:14][O:13][C:12]=2[CH:40]=1)(=[O:4])=[O:6]. The catalyst class is: 1. (2) Reactant: [F:1][C:2]1[CH:7]=[CH:6][C:5]([NH:8][CH2:9][C:10]2[N:11]([C:16]3[CH:21]=[CH:20][C:19]([CH3:22])=[CH:18][CH:17]=3)[C:12](=[S:15])[NH:13][N:14]=2)=[CH:4][CH:3]=1.Br[CH2:24][C:25]([NH:27][C:28]1[CH:33]=[CH:32][CH:31]=[CH:30][C:29]=1[Cl:34])=[O:26].C(=O)([O-])[O-].[K+].[K+]. Product: [Cl:34][C:29]1[CH:30]=[CH:31][CH:32]=[CH:33][C:28]=1[NH:27][C:25](=[O:26])[CH2:24][S:15][C:12]1[N:11]([C:16]2[CH:17]=[CH:18][C:19]([CH3:22])=[CH:20][CH:21]=2)[C:10]([CH2:9][NH:8][C:5]2[CH:4]=[CH:3][C:2]([F:1])=[CH:7][CH:6]=2)=[N:14][N:13]=1. The catalyst class is: 95. (3) Reactant: C(NC(C)C)(C)C.C([Li])CCC.[Br:13][C:14]1[CH:15]=[CH:16][C:17]([F:20])=[N:18][CH:19]=1.CON(C)[C:24]([C:26]1[N:27]([CH2:31][CH3:32])[N:28]=[CH:29][CH:30]=1)=[O:25]. Product: [Br:13][C:14]1[CH:15]=[C:16]([C:24]([C:26]2[N:27]([CH2:31][CH3:32])[N:28]=[CH:29][CH:30]=2)=[O:25])[C:17]([F:20])=[N:18][CH:19]=1. The catalyst class is: 7. (4) Reactant: [C:1]([O:5][C:6](=[O:15])[CH2:7][C@H:8]([CH2:12][CH:13]=[CH2:14])[C:9]([OH:11])=O)([CH3:4])([CH3:3])[CH3:2].C(Cl)CCl.C1C=CC2N(O)N=[N:26]C=2C=1.N[C:31]1[CH:36]=[CH:35][CH:34]=[CH:33][C:32]=1[C@H:37]([OH:39])[CH3:38].CCN(C(C)C)C(C)C. Product: [OH:39][C@H:37]([C:32]1[CH:33]=[CH:34][CH:35]=[CH:36][CH:31]=1)[CH2:38][NH:26][C:9]([C@@H:8]([CH2:12][CH:13]=[CH2:14])[CH2:7][C:6]([O:5][C:1]([CH3:2])([CH3:3])[CH3:4])=[O:15])=[O:11]. The catalyst class is: 239.